Dataset: Forward reaction prediction with 1.9M reactions from USPTO patents (1976-2016). Task: Predict the product of the given reaction. (1) Given the reactants [Cl:1][C:2]1[C:3]([C:35]2[C:43]3[C:38](=[CH:39][CH:40]=[CH:41][CH:42]=3)[N:37](S(C3C=CC=CC=3)(=O)=O)[CH:36]=2)=[N:4][C:5]([NH:8][C@@H:9]2[CH2:14][CH2:13][CH2:12][C@H:11]([NH:15][C@H:16]([C:21]3[CH:26]=[CH:25][C:24]([NH:27]C(=O)OC(C)(C)C)=[CH:23][CH:22]=3)[C:17]([F:20])([F:19])[F:18])[CH2:10]2)=[N:6][CH:7]=1.Cl.O1CCOCC1.[OH-].[Na+], predict the reaction product. The product is: [NH2:27][C:24]1[CH:25]=[CH:26][C:21]([C@@H:16]([NH:15][C@H:11]2[CH2:12][CH2:13][CH2:14][C@@H:9]([NH:8][C:5]3[N:4]=[C:3]([C:35]4[C:43]5[C:38](=[CH:39][CH:40]=[CH:41][CH:42]=5)[NH:37][CH:36]=4)[C:2]([Cl:1])=[CH:7][N:6]=3)[CH2:10]2)[C:17]([F:19])([F:20])[F:18])=[CH:22][CH:23]=1. (2) Given the reactants O.[OH-].[Li+].[Cl:4][C:5]1[CH:10]=[C:9]([O:11][C:12]([F:15])([F:14])[F:13])[CH:8]=[C:7]([Cl:16])[C:6]=1[NH:17][C:18]([NH:20][C:21]1[C:22]([C:31]([NH:33][CH:34]([CH:39]2[CH2:44][CH2:43][O:42][CH2:41][CH2:40]2)[C:35]([O:37]C)=[O:36])=[O:32])=[CH:23][C:24]2[C:29]([CH:30]=1)=[CH:28][CH:27]=[CH:26][CH:25]=2)=[O:19].CO.Cl, predict the reaction product. The product is: [Cl:4][C:5]1[CH:10]=[C:9]([O:11][C:12]([F:13])([F:14])[F:15])[CH:8]=[C:7]([Cl:16])[C:6]=1[NH:17][C:18]([NH:20][C:21]1[C:22]([C:31]([NH:33][CH:34]([CH:39]2[CH2:44][CH2:43][O:42][CH2:41][CH2:40]2)[C:35]([OH:37])=[O:36])=[O:32])=[CH:23][C:24]2[C:29]([CH:30]=1)=[CH:28][CH:27]=[CH:26][CH:25]=2)=[O:19]. (3) Given the reactants [N:1]1([CH:7]2[CH2:12][CH2:11][CH:10]([NH:13][C:14]3[N:15]=[CH:16][N:17]=[C:18]4[C:25]=3[C:24]3[C@@H:23]([CH2:26][OH:27])[CH2:22][CH2:21][C:20]=3[S:19]4)[CH2:9][CH2:8]2)[CH2:6][CH2:5][O:4][CH2:3][CH2:2]1.[CH3:28][S:29](Cl)(=[O:31])=[O:30].C(N(CC)CC)C, predict the reaction product. The product is: [CH3:28][S:29]([O:27][CH2:26][C@H:23]1[CH2:22][CH2:21][C:20]2[S:19][C:18]3[C:25](=[C:14]([NH:13][CH:10]4[CH2:9][CH2:8][CH:7]([N:1]5[CH2:2][CH2:3][O:4][CH2:5][CH2:6]5)[CH2:12][CH2:11]4)[N:15]=[CH:16][N:17]=3)[C:24]1=2)(=[O:31])=[O:30]. (4) Given the reactants [Br:1][C:2]1[CH:3]=[C:4]([CH2:8][CH2:9][C:10]([OH:12])=O)[CH:5]=[CH:6][CH:7]=1.O[N:14]1C(=O)CCC1=O.C1(N=C=NC2CCCCC2)CCCCC1, predict the reaction product. The product is: [Br:1][C:2]1[CH:3]=[C:4]([CH2:8][CH2:9][C:10]([NH2:14])=[O:12])[CH:5]=[CH:6][CH:7]=1. (5) Given the reactants [C:1]1([C:7]2[CH:13]=[CH:12][CH:11]=[CH:10][C:8]=2[NH2:9])[CH:6]=[CH:5][CH:4]=[CH:3][CH:2]=1.[CH2:14]1[C:27]2[C:18](=[N:19][C:20]3[C:21](=O)[CH2:22][CH2:23][CH2:24][C:25]=3[CH:26]=2)[C:17](=O)[CH2:16][CH2:15]1, predict the reaction product. The product is: [C:1]1([C:7]2[CH:13]=[CH:12][CH:11]=[CH:10][C:8]=2[N:9]=[C:17]2[C:18]3[C:27](=[CH:26][C:25]4[CH2:24][CH2:23][CH2:22][C:21](=[N:9][C:8]5[CH:10]=[CH:11][CH:12]=[CH:13][C:7]=5[C:1]5[CH:2]=[CH:3][CH:4]=[CH:5][CH:6]=5)[C:20]=4[N:19]=3)[CH2:14][CH2:15][CH2:16]2)[CH:2]=[CH:3][CH:4]=[CH:5][CH:6]=1.